Dataset: Full USPTO retrosynthesis dataset with 1.9M reactions from patents (1976-2016). Task: Predict the reactants needed to synthesize the given product. (1) Given the product [Cl:1][C:2]1[CH:3]=[C:4]2[C:8](=[CH:9][C:10]=1[Cl:11])[N:7]([CH3:12])[N:6]=[C:5]2[Sn:23]([CH2:25][CH2:26][CH2:27][CH3:28])([CH2:29][CH2:30][CH2:31][CH3:32])[CH2:19][CH2:20][CH2:21][CH3:22], predict the reactants needed to synthesize it. The reactants are: [Cl:1][C:2]1[CH:3]=[C:4]2[C:8](=[CH:9][C:10]=1[Cl:11])[N:7]([CH3:12])[N:6]=[C:5]2I.C([Mg]Cl)(C)C.[CH2:19]([Sn:23]([CH2:29][CH2:30][CH2:31][CH3:32])([CH2:25][CH2:26][CH2:27][CH3:28])Cl)[CH2:20][CH2:21][CH3:22]. (2) Given the product [CH2:1]([O:3][C:4]([C:6]1[O:7][C:8]2[C:14]([CH3:15])=[CH:13][C:12]([C:16]([CH2:34][CH3:35])([C:20]3[CH:21]=[CH:26][C:27]([OH:28])=[C:22]([CH3:29])[CH:23]=3)[CH2:17][CH3:18])=[CH:11][C:9]=2[CH:10]=1)=[O:5])[CH3:2], predict the reactants needed to synthesize it. The reactants are: [CH2:1]([O:3][C:4]([C:6]1[O:7][C:8]2[C:14]([CH3:15])=[CH:13][C:12]([C:16]([CH2:20][CH3:21])(O)[CH2:17][CH3:18])=[CH:11][C:9]=2[CH:10]=1)=[O:5])[CH3:2].[C:22]1([CH3:29])[C:27]([OH:28])=[CH:26]C=C[CH:23]=1.B(F)(F)F.[CH3:34][CH2:35]OCC. (3) Given the product [Cl:1][C:2]1[N:3]=[C:4]([S:9][CH3:10])[N:5]=[C:6]([NH:14][O:13][CH3:12])[CH:7]=1, predict the reactants needed to synthesize it. The reactants are: [Cl:1][C:2]1[CH:7]=[C:6](Cl)[N:5]=[C:4]([S:9][CH3:10])[N:3]=1.Cl.[CH3:12][O:13][NH2:14].C(NC(C)C)(C)C. (4) Given the product [ClH:1].[F:2][C:3]1[C:4]([CH2:5][NH2:6])=[CH:7][CH:8]=[CH:9][N:10]=1, predict the reactants needed to synthesize it. The reactants are: [ClH:1].[F:2][C:3]1[N:10]=[CH:9][CH:8]=[CH:7][C:4]=1[C:5]#[N:6]. (5) Given the product [CH3:11][CH:12]1[O:10][CH:7]([C:1]2[CH:6]=[CH:5][CH:4]=[CH:3][CH:2]=2)[CH2:8][O:9]1, predict the reactants needed to synthesize it. The reactants are: [C:1]1([CH:7]([OH:10])[CH2:8][OH:9])[CH:6]=[CH:5][CH:4]=[CH:3][CH:2]=1.[C:11]1(C)C=CC=C[CH:12]=1.CC1OC(C)OC(C)O1. (6) Given the product [Cl:1][C:2]1[CH:7]=[CH:6][C:5]([I:8])=[CH:4][C:3]=1[OH:9], predict the reactants needed to synthesize it. The reactants are: [Cl:1][C:2]1[CH:7]=[CH:6][C:5]([I:8])=[CH:4][C:3]=1[O:9]C.B(Br)(Br)Br.C(=O)([O-])O.[Na+].Cl. (7) Given the product [CH3:1][O:2][C:3](=[O:12])[C:4]1[CH:9]=[C:8]([Br:10])[CH:7]=[CH:6][C:5]=1[O:11][CH:17]([C:16]([O:15][CH2:13][CH3:14])=[O:20])[CH3:18], predict the reactants needed to synthesize it. The reactants are: [CH3:1][O:2][C:3](=[O:12])[C:4]1[CH:9]=[C:8]([Br:10])[CH:7]=[CH:6][C:5]=1[OH:11].[CH2:13]([O:15][C:16](=[O:20])[CH:17](Br)[CH3:18])[CH3:14].C(=O)([O-])[O-].[K+].[K+]. (8) Given the product [ClH:53].[ClH:53].[NH2:38][C@H:39]([C:45]([O:47][CH3:48])=[O:46])[CH2:40][CH2:41][CH2:42][CH2:43][NH2:44], predict the reactants needed to synthesize it. The reactants are: C(OC(N[C@H](C(O)=O)CCCCN)=O)(C)(C)C.C[Si](C=[N+]=[N-])(C)C.C(=O)C1C=CC=CC=1.[BH4-].[Na+].C=O.[Na].[NH2:38][C@H:39]([C:45]([O:47][CH3:48])=[O:46])[CH2:40][CH2:41][CH2:42][CH2:43][NH2:44].C[Si]([Cl:53])(C)C. (9) Given the product [CH:7]([C:6]1[N:5]([CH2:9][O:10][CH2:11][CH2:12][Si:13]([CH3:16])([CH3:15])[CH3:14])[N:4]=[CH:3][C:2]=1[B:20]([OH:21])[OH:19])=[O:8], predict the reactants needed to synthesize it. The reactants are: Br[C:2]1[CH:3]=[N:4][N:5]([CH2:9][O:10][CH2:11][CH2:12][Si:13]([CH3:16])([CH3:15])[CH3:14])[C:6]=1[CH:7]=[O:8].CC1(C)C(C)(C)[O:21][B:20](B2OC(C)(C)C(C)(C)O2)[O:19]1.C([O-])(=O)C.[K+].